This data is from Tox21: 12 toxicity assays (nuclear receptors and stress response pathways). The task is: Binary classification across 12 toxicity assays. (1) The compound is CCNP(=S)(OC)O/C(C)=C/C(=O)OC(C)C. It tested positive (active) for: NR-AhR (Aryl hydrocarbon Receptor agonist activity). (2) The compound is COc1ccc2[nH]cc(CCNC(C)=O)c2c1. It tested positive (active) for: NR-AhR (Aryl hydrocarbon Receptor agonist activity), and NR-ER (Estrogen Receptor agonist activity). (3) The molecule is CC(=O)[O-].CC(=O)[O-].[Mg+2]. It tested positive (active) for: NR-ER (Estrogen Receptor agonist activity). (4) The compound is CCCCCCCCCCCCCCCC[n+]1ccccc1. It tested positive (active) for: NR-Aromatase (Aromatase enzyme inhibition), and SR-ARE (Antioxidant Response Element (oxidative stress)). (5) The molecule is O=C(O)c1c2ccccc2cc2ccccc12. It tested positive (active) for: NR-PPAR-gamma (PPAR-gamma nuclear receptor agonist). (6) The compound is O=C(O)C(Cc1cc(I)c(O)c(I)c1)c1ccccc1. It tested positive (active) for: NR-PPAR-gamma (PPAR-gamma nuclear receptor agonist). (7) The compound is Cc1cc(NC(=O)C(=O)O)cc(C)c1Oc1ccc(O)c2c1CCC2. It tested positive (active) for: NR-ER (Estrogen Receptor agonist activity).